The task is: Predict the reactants needed to synthesize the given product.. This data is from Full USPTO retrosynthesis dataset with 1.9M reactions from patents (1976-2016). (1) The reactants are: [CH:1]([C@@H:3]1[CH2:12][C:11]2[C:6](=[CH:7][CH:8]=[CH:9][CH:10]=2)[CH2:5][N:4]1C(OC(C)(C)C)=O)=O.[N:20]1([CH2:26][CH2:27][OH:28])[CH2:25][CH2:24][NH:23][CH2:22][CH2:21]1. Given the product [CH2:5]1[C:6]2[C:11](=[CH:10][CH:9]=[CH:8][CH:7]=2)[CH2:12][C@@H:3]([CH2:1][N:23]2[CH2:24][CH2:25][N:20]([CH2:26][CH2:27][OH:28])[CH2:21][CH2:22]2)[NH:4]1, predict the reactants needed to synthesize it. (2) Given the product [CH2:8]([O:7][C:5](=[O:6])[CH2:4][N:1]1[CH:20]=[C:14]([C:13]2[CH:16]=[CH:17][CH:18]=[C:11]([OH:10])[CH:12]=2)[N:3]=[N:2]1)[CH3:9], predict the reactants needed to synthesize it. The reactants are: [N:1]([CH2:4][C:5]([O:7][CH2:8][CH3:9])=[O:6])=[N+:2]=[N-:3].[OH:10][C:11]1[CH:12]=[C:13]([CH:16]=[CH:17][CH:18]=1)[C:14]#N.O=[C:20]1O[C@H]([C@H](CO)O)C([O-])=C1O.[Na+]. (3) Given the product [N:21]1([CH:27]2[CH2:28][CH2:29][CH:30]([NH:33][C:2]3[C:3]4[C:10]5[CH:11]=[C:12]([C:15]([O:17][CH2:18][CH3:19])=[O:16])[CH:13]=[CH:14][C:9]=5[S:8][C:4]=4[N:5]=[CH:6][N:7]=3)[CH2:31][CH2:32]2)[CH2:22][CH2:23][O:24][CH2:25][CH2:26]1, predict the reactants needed to synthesize it. The reactants are: Cl[C:2]1[C:3]2[C:10]3[CH:11]=[C:12]([C:15]([O:17][CH2:18][CH3:19])=[O:16])[CH:13]=[CH:14][C:9]=3[S:8][C:4]=2[N:5]=[CH:6][N:7]=1.[Cl-].[N:21]1([CH:27]2[CH2:32][CH2:31][CH:30]([NH2:33])[CH2:29][CH2:28]2)[CH2:26][CH2:25][O:24][CH2:23][CH2:22]1.C(=O)([O-])[O-].[K+].[K+].CCN(CC)CC. (4) Given the product [CH3:21][O:12][C:11](=[O:13])[CH2:10][C:7]1[CH:6]=[CH:5][C:4]([O:3][C:2]([F:14])([F:15])[F:1])=[CH:9][CH:8]=1, predict the reactants needed to synthesize it. The reactants are: [F:1][C:2]([F:15])([F:14])[O:3][C:4]1[CH:9]=[CH:8][C:7]([CH2:10][C:11]([OH:13])=[O:12])=[CH:6][CH:5]=1.S(=O)(=O)(O)O.[CH3:21]O. (5) The reactants are: [OH:1][C:2]1[CH:12]=[CH:11][C:5]([CH:6]=[CH:7]C(O)=O)=[CH:4][CH:3]=1.[OH:13][C:14]1[CH:21]=CC(C=C)=C[CH:15]=1. Given the product [CH2:15]([O:1][C:2]1[CH:3]=[CH:4][C:5]([CH:6]=[CH2:7])=[CH:11][CH:12]=1)[CH:14]1[O:13][CH2:21]1, predict the reactants needed to synthesize it.